From a dataset of Full USPTO retrosynthesis dataset with 1.9M reactions from patents (1976-2016). Predict the reactants needed to synthesize the given product. (1) Given the product [F:11][C:8]1[CH:9]=[CH:10][C:5]2[N:6]([C:2]([N:14]3[CH2:13][CH2:12][CH2:18][O:17][CH2:16][CH2:15]3)=[N:3][N:4]=2)[CH:7]=1, predict the reactants needed to synthesize it. The reactants are: Cl[C:2]1[N:6]2[CH:7]=[C:8]([F:11])[CH:9]=[CH:10][C:5]2=[N:4][N:3]=1.[CH2:12]1[CH2:18][O:17][CH2:16][CH2:15][NH:14][CH2:13]1. (2) Given the product [CH:1]([N:14]1[CH2:19][CH2:18][N:17]([NH:20][C:21]([CH:23]2[CH2:28][N:27]([C:59](=[O:60])[C:58]3[CH:62]=[CH:63][C:55]([C:49]4[CH:54]=[CH:53][CH:52]=[CH:51][CH:50]=4)=[CH:56][CH:57]=3)[CH2:26][CH2:25][N:24]2[S:29]([C:32]2[CH:37]=[CH:36][C:35]([O:38][CH3:39])=[C:34]([O:40][CH3:41])[CH:33]=2)(=[O:31])=[O:30])=[O:22])[CH2:16][CH2:15]1)([C:2]1[CH:7]=[CH:6][CH:5]=[CH:4][CH:3]=1)[C:8]1[CH:13]=[CH:12][CH:11]=[CH:10][CH:9]=1, predict the reactants needed to synthesize it. The reactants are: [CH:1]([N:14]1[CH2:19][CH2:18][N:17]([NH:20][C:21]([CH:23]2[CH2:28][NH:27][CH2:26][CH2:25][N:24]2[S:29]([C:32]2[CH:37]=[CH:36][C:35]([O:38][CH3:39])=[C:34]([O:40][CH3:41])[CH:33]=2)(=[O:31])=[O:30])=[O:22])[CH2:16][CH2:15]1)([C:8]1[CH:13]=[CH:12][CH:11]=[CH:10][CH:9]=1)[C:2]1[CH:7]=[CH:6][CH:5]=[CH:4][CH:3]=1.C(N(CC)CC)C.[C:49]1([C:55]2[CH:63]=[CH:62][C:58]([C:59](Cl)=[O:60])=[CH:57][CH:56]=2)[CH:54]=[CH:53][CH:52]=[CH:51][CH:50]=1. (3) Given the product [CH:1]1([N:4]([CH2:32][C:33]2[CH:38]=[C:37]([CH2:39][CH2:40][CH2:41][O:42][CH3:43])[CH:36]=[C:35]([O:44][CH2:45][CH2:46][O:47][CH3:48])[CH:34]=2)[C:5]([CH:7]2[C:12]([C:14]3[CH:19]=[CH:18][C:17]([C:20]([F:22])([F:21])[F:23])=[CH:16][C:15]=3[F:24])([OH:13])[CH2:11][CH2:10][NH:9][CH2:8]2)=[O:6])[CH2:3][CH2:2]1, predict the reactants needed to synthesize it. The reactants are: [CH:1]1([N:4]([CH2:32][C:33]2[CH:38]=[C:37]([CH2:39][CH2:40][CH2:41][O:42][CH3:43])[CH:36]=[C:35]([O:44][CH2:45][CH2:46][O:47][CH3:48])[CH:34]=2)[C:5]([C@@H:7]2[C@:12]([C:14]3[CH:19]=[CH:18][C:17]([C:20]([F:23])([F:22])[F:21])=[CH:16][C:15]=3[F:24])([OH:13])[CH2:11][CH2:10][N:9](C(OC(C)(C)C)=O)[CH2:8]2)=[O:6])[CH2:3][CH2:2]1.Cl. (4) Given the product [Br:1][C:2]1[CH:3]=[C:4]([CH:8]([CH2:11][OH:12])[CH2:9][OH:10])[CH:5]=[N:6][CH:7]=1, predict the reactants needed to synthesize it. The reactants are: [Br:1][C:2]1[CH:3]=[C:4]([C:8](=[CH2:11])[CH2:9][OH:10])[CH:5]=[N:6][CH:7]=1.[OH-:12].[Na+].OO. (5) The reactants are: [CH3:1][O:2][C:3]1[CH:4]=[CH:5][C:6]([N+:10]([O-])=O)=[C:7]([OH:9])[CH:8]=1. Given the product [NH2:10][C:6]1[CH:5]=[CH:4][C:3]([O:2][CH3:1])=[CH:8][C:7]=1[OH:9], predict the reactants needed to synthesize it. (6) Given the product [CH3:1][S:2]([C:5]1[CH:10]=[CH:9][C:8]([C:11]2[C:12]3[N:13]([N:17]=[C:18]([NH:20][C:33]4[CH:34]=[CH:22][CH:23]=[C:24]([CH2:25][N:26]5[CH2:31][CH2:30][O:29][CH2:28][CH2:27]5)[CH:32]=4)[N:19]=3)[CH:14]=[CH:15][CH:16]=2)=[CH:7][CH:6]=1)(=[O:3])=[O:4], predict the reactants needed to synthesize it. The reactants are: [CH3:1][S:2]([C:5]1[CH:10]=[CH:9][C:8]([C:11]2[C:12]3[N:13]([N:17]=[C:18]([NH2:20])[N:19]=3)[CH:14]=[CH:15][CH:16]=2)=[CH:7][CH:6]=1)(=[O:4])=[O:3].Br[C:22]1[CH:23]=[C:24]([CH:32]=[CH:33][CH:34]=1)[CH2:25][N:26]1[CH2:31][CH2:30][O:29][CH2:28][CH2:27]1.C1(P(C2CCCCC2)C2C=CC=CC=2C2C=CC=CC=2P(C2CCCCC2)C2CCCCC2)CCCCC1. (7) The reactants are: [Cl:1][C:2]([O:4][C:5]1[CH:10]=[CH:9][C:8]([N+:11]([O-:13])=[O:12])=[CH:7][CH:6]=1)=[O:3].[N:14]1([CH2:20][CH2:21][CH2:22][OH:23])[CH2:19][CH2:18][CH2:17][CH2:16][CH2:15]1. Given the product [ClH:1].[C:2](=[O:3])([O:23][CH2:22][CH2:21][CH2:20][N:14]1[CH2:19][CH2:18][CH2:17][CH2:16][CH2:15]1)[O:4][C:5]1[CH:6]=[CH:7][C:8]([N+:11]([O-:13])=[O:12])=[CH:9][CH:10]=1, predict the reactants needed to synthesize it. (8) Given the product [NH2:8][C:4]1[CH:5]=[CH:6][CH:7]=[C:2]([Br:1])[C:3]=1[CH2:11][OH:12], predict the reactants needed to synthesize it. The reactants are: [Br:1][C:2]1[CH:7]=[CH:6][CH:5]=[C:4]([N+:8]([O-])=O)[C:3]=1[CH2:11][OH:12].NN. (9) The reactants are: C(Cl)(=O)C.C(OC([N:12]1[CH2:17][CH2:16][CH2:15][CH:14]([O:18][C:19]2[CH:38]=[CH:37][C:22]3[C:23]4[N:27]([CH2:28][CH2:29][O:30][C:21]=3[CH:20]=2)[CH:26]=[C:25]([C:31]2[CH:36]=[CH:35][CH:34]=[CH:33][N:32]=2)[N:24]=4)[CH2:13]1)=O)(C)(C)C. Given the product [NH:12]1[CH2:17][CH2:16][CH2:15][CH:14]([O:18][C:19]2[CH:38]=[CH:37][C:22]3[C:23]4[N:27]([CH2:28][CH2:29][O:30][C:21]=3[CH:20]=2)[CH:26]=[C:25]([C:31]2[CH:36]=[CH:35][CH:34]=[CH:33][N:32]=2)[N:24]=4)[CH2:13]1, predict the reactants needed to synthesize it.